This data is from Full USPTO retrosynthesis dataset with 1.9M reactions from patents (1976-2016). The task is: Predict the reactants needed to synthesize the given product. (1) Given the product [F:7][C:8]1[CH:9]=[C:10]([CH:14]=[CH:15][C:16]=1[N:1]1[CH2:6][CH2:5][O:4][CH2:3][CH2:2]1)[C:11]([OH:13])=[O:12], predict the reactants needed to synthesize it. The reactants are: [NH:1]1[CH2:6][CH2:5][O:4][CH2:3][CH2:2]1.[F:7][C:8]1[CH:9]=[C:10]([CH:14]=[CH:15][C:16]=1F)[C:11]([OH:13])=[O:12]. (2) The reactants are: [O:1]1[CH:6]=[CH:5][CH2:4][CH2:3][CH:2]1[C:7]([C:9]1[C:14]([N+:15]([O-])=O)=[C:13]([NH2:18])[N:12]=[C:11]([C:19]2[CH:24]=[CH:23][CH:22]=[C:21]([CH2:25][OH:26])[CH:20]=2)[N:10]=1)=[O:8].NN. Given the product [O:1]1[CH:6]=[CH:5][CH2:4][CH2:3][CH:2]1[C:7]([C:9]1[C:14]([NH2:15])=[C:13]([NH2:18])[N:12]=[C:11]([C:19]2[CH:24]=[CH:23][CH:22]=[C:21]([CH2:25][OH:26])[CH:20]=2)[N:10]=1)=[O:8], predict the reactants needed to synthesize it. (3) Given the product [ClH:34].[C:28]([C:25]1[CH:26]=[CH:27][C:22]([NH:21][CH:4]([C:5]2[CH:10]=[CH:9][C:8]([O:11][CH2:12][C:13](=[O:17])[N:14]([CH3:16])[CH3:15])=[C:7]([O:18][CH2:19][CH3:20])[CH:6]=2)[C:3]([OH:31])=[O:2])=[CH:23][CH:24]=1)(=[NH:29])[NH2:30], predict the reactants needed to synthesize it. The reactants are: C[O:2][C:3](=[O:31])[CH:4]([NH:21][C:22]1[CH:27]=[CH:26][C:25]([C:28](=[NH:30])[NH2:29])=[CH:24][CH:23]=1)[C:5]1[CH:10]=[CH:9][C:8]([O:11][CH2:12][C:13](=[O:17])[N:14]([CH3:16])[CH3:15])=[C:7]([O:18][CH2:19][CH3:20])[CH:6]=1.[OH-].[Na+].[ClH:34].